From a dataset of Full USPTO retrosynthesis dataset with 1.9M reactions from patents (1976-2016). Predict the reactants needed to synthesize the given product. (1) The reactants are: [Br:1][CH:2]([CH3:16])[C:3]([C:5]1[C:14]2[C:9](=[C:10]([F:15])[CH:11]=[CH:12][CH:13]=2)[CH:8]=[CH:7][CH:6]=1)=O.[NH:17]1[CH2:21][CH2:20][NH:19][C:18]1=[S:22].CC(O)=O. Given the product [BrH:1].[F:15][C:10]1[CH:11]=[CH:12][CH:13]=[C:14]2[C:9]=1[CH:8]=[CH:7][CH:6]=[C:5]2[C:3]1[N:19]2[CH2:20][CH2:21][N:17]=[C:18]2[S:22][C:2]=1[CH3:16], predict the reactants needed to synthesize it. (2) The reactants are: C(OC([N:8]1[CH2:12][C:11](=[N:13][O:14][CH3:15])[CH2:10][C@H:9]1[C:16]([OH:18])=O)=O)(C)(C)C.[C:19]1([C:29]2[CH:34]=[CH:33][CH:32]=[CH:31][CH:30]=2)[CH:24]=[CH:23][C:22]([S:25](Cl)(=[O:27])=[O:26])=[CH:21][CH:20]=1.[NH2:35][C@H:36]1[C@H:41]2[CH2:42][C@H:38]([CH2:39][CH2:40]2)[C@H:37]1[CH2:43][OH:44]. Given the product [C:19]1([C:29]2[CH:34]=[CH:33][CH:32]=[CH:31][CH:30]=2)[CH:24]=[CH:23][C:22]([S:25]([N:8]2[CH2:12][C:11](=[N:13][O:14][CH3:15])[CH2:10][C@H:9]2[C:16]([NH:35][C@@H:36]2[C@H:37]([CH2:43][OH:44])[C@@H:38]3[CH2:42][C@H:41]2[CH2:40][CH2:39]3)=[O:18])(=[O:27])=[O:26])=[CH:21][CH:20]=1, predict the reactants needed to synthesize it.